The task is: Predict the reaction yield, written as a fraction of the theoretical maximum amount of product (1.0 means a 100% yield; for example, 0.34 means a 34% yield).. This data is from Reaction yield outcomes from USPTO patents with 853,638 reactions. (1) The reactants are N[C:2]1[CH:3]=[CH:4][C:5]([F:17])=[C:6]([C:8]2[C:9]([C:15]#[N:16])=[C:10]([F:14])[CH:11]=[CH:12][CH:13]=2)[CH:7]=1.N([O-])=O.[Na+].[BrH:22]. The catalyst is O1CCOCC1.O.[Cu]Br. The product is [Br:22][C:2]1[CH:3]=[CH:4][C:5]([F:17])=[C:6]([C:8]2[C:9]([C:15]#[N:16])=[C:10]([F:14])[CH:11]=[CH:12][CH:13]=2)[CH:7]=1. The yield is 0.680. (2) The product is [C:1]([O:5][C:6](=[O:13])[NH:7][C@H:8]1[CH2:11][C@H:10]([O:12][CH3:17])[CH2:9]1)([CH3:4])([CH3:2])[CH3:3]. The yield is 0.820. The reactants are [C:1]([O:5][C:6](=[O:13])[NH:7][C@H:8]1[CH2:11][C@H:10]([OH:12])[CH2:9]1)([CH3:4])([CH3:3])[CH3:2].[H-].[Na+].I[CH3:17]. The catalyst is C1COCC1. (3) The yield is 0.350. The reactants are Br[C:2]1[CH:10]=[CH:9][CH:8]=[C:7]2[C:3]=1[CH2:4][NH:5][C:6]2=[O:11].[CH3:12][C:13]1([CH3:29])[C:17]([CH3:19])([CH3:18])[O:16][B:15]([B:15]2[O:16][C:17]([CH3:19])([CH3:18])[C:13]([CH3:29])([CH3:12])[O:14]2)[O:14]1.C([O-])(=O)C.[K+].C(Cl)Cl. The product is [CH3:12][C:13]1([CH3:29])[C:17]([CH3:19])([CH3:18])[O:16][B:15]([C:2]2[CH:10]=[CH:9][CH:8]=[C:7]3[C:3]=2[CH2:4][NH:5][C:6]3=[O:11])[O:14]1. The catalyst is CN(C=O)C.